Dataset: Reaction yield outcomes from USPTO patents with 853,638 reactions. Task: Predict the reaction yield, written as a fraction of the theoretical maximum amount of product (1.0 means a 100% yield; for example, 0.34 means a 34% yield). (1) The reactants are [NH2:1][C:2]1[N:6]([C:7]2[CH:8]=[C:9]([CH:16]=[CH:17][C:18]=2[CH3:19])[C:10]([NH:12][CH:13]2[CH2:15][CH2:14]2)=[O:11])[N:5]=[C:4](OCC)[C:3]=1[C:23](=[O:30])[C:24]1[CH:29]=[CH:28][CH:27]=[CH:26][CH:25]=1.CCN=C=NCCCN(C)C.C1C=CC2N(O)N=NC=2C=1.C(N(C(C)C)CC)(C)C.C1(N)CC1. The catalyst is CN(C=O)C. The product is [NH2:1][C:2]1[N:6]([C:7]2[CH:8]=[C:9]([CH:16]=[CH:17][C:18]=2[CH3:19])[C:10]([NH:12][CH:13]2[CH2:14][CH2:15]2)=[O:11])[N:5]=[CH:4][C:3]=1[C:23](=[O:30])[C:24]1[CH:25]=[CH:26][CH:27]=[CH:28][CH:29]=1. The yield is 0.657. (2) The reactants are [CH:1]([C:3]1[S:7][C:6]([C:8]([OH:10])=O)=[CH:5][CH:4]=1)=[O:2].[NH2:11][C:12]1[CH:17]=[CH:16][CH:15]=[CH:14][C:13]=1[NH:18][C:19](=[O:25])[O:20][C:21]([CH3:24])([CH3:23])[CH3:22].C(N(CC)CC)C.F[P-](F)(F)(F)(F)F.N1(O[P+](N(C)C)(N(C)C)N(C)C)C2C=CC=CC=2N=N1. The catalyst is CN(C=O)C. The product is [CH:1]([C:3]1[S:7][C:6]([C:8]([NH:11][C:12]2[CH:17]=[CH:16][CH:15]=[CH:14][C:13]=2[NH:18][C:19](=[O:25])[O:20][C:21]([CH3:23])([CH3:22])[CH3:24])=[O:10])=[CH:5][CH:4]=1)=[O:2]. The yield is 0.330. (3) The reactants are [CH3:1][O:2][C:3]1[CH:8]=[C:7]([O:9][CH3:10])[CH:6]=[CH:5][C:4]=1[C:11]1[CH:15]=[C:14]([CH2:16][CH2:17][CH:18]=O)[O:13][N:12]=1.[CH2:20]([N:27]1[CH2:32][CH2:31][NH:30][CH2:29][CH2:28]1)[C:21]1[CH:26]=[CH:25][CH:24]=[CH:23][CH:22]=1.[BH-](OC(C)=O)(OC(C)=O)OC(C)=O.[Na+]. The catalyst is C(Cl)Cl. The product is [CH3:1][O:2][C:3]1[CH:8]=[C:7]([O:9][CH3:10])[CH:6]=[CH:5][C:4]=1[C:11]1[CH:15]=[C:14]([CH2:16][CH2:17][CH2:18][N:30]2[CH2:31][CH2:32][N:27]([CH2:20][C:21]3[CH:22]=[CH:23][CH:24]=[CH:25][CH:26]=3)[CH2:28][CH2:29]2)[O:13][N:12]=1. The yield is 0.836.